This data is from Catalyst prediction with 721,799 reactions and 888 catalyst types from USPTO. The task is: Predict which catalyst facilitates the given reaction. (1) Reactant: Cl[C:2]1[C:11]2[C:6](=[CH:7][C:8]([S:12]([N:15](CC3C=CC(OC)=CC=3)[C:16]3[S:17][CH:18]=[CH:19][N:20]=3)(=[O:14])=[O:13])=[CH:9][CH:10]=2)[CH:5]=[CH:4][N:3]=1.C(=O)([O-])[O-].[K+].[K+].O1CCOCC1.[OH:42][C:43]([C:46]1[CH:51]=[CH:50][CH:49]=[CH:48][C:47]=1B(O)O)([CH3:45])[CH3:44]. Product: [OH:42][C:43]([C:46]1[CH:51]=[CH:50][CH:49]=[CH:48][C:47]=1[C:2]1[C:11]2[C:6](=[CH:7][C:8]([S:12]([NH:15][C:16]3[S:17][CH:18]=[CH:19][N:20]=3)(=[O:13])=[O:14])=[CH:9][CH:10]=2)[CH:5]=[CH:4][N:3]=1)([CH3:45])[CH3:44]. The catalyst class is: 103. (2) The catalyst class is: 5. Product: [CH3:17][O:13][C:12](=[O:14])[C:11]1[CH:15]=[C:7]([Cl:6])[C:8]([Cl:16])=[N:9][CH:10]=1. Reactant: S(=O)(=O)(O)O.[Cl:6][C:7]1[C:8]([Cl:16])=[N:9][CH:10]=[C:11]([CH:15]=1)[C:12]([OH:14])=[O:13].[C:17](=O)(O)[O-].[Na+]. (3) The catalyst class is: 35. Reactant: C(=O)([O-])[O-].[K+].[K+].[CH2:7]1[C:15]2[CH:14]=[CH:13][CH:12]=[C:11]([OH:16])[C:10]=2[CH2:9][CH2:8]1.[CH2:17](Br)[CH:18]=[CH2:19]. Product: [CH2:19]([O:16][C:11]1[CH:12]=[CH:13][CH:14]=[C:15]2[C:10]=1[CH2:9][CH2:8][CH2:7]2)[CH:18]=[CH2:17]. (4) Reactant: [CH3:1][NH:2][CH:3]1[CH2:9][CH2:8][CH2:7][CH2:6][NH:5][CH2:4]1.[CH3:10][O:11][C:12]1[CH:13]=[C:14]([S:20](Cl)(=[O:22])=[O:21])[CH:15]=[CH:16][C:17]=1[O:18][CH3:19]. Product: [CH3:10][O:11][C:12]1[CH:13]=[C:14]([S:20]([N:5]2[CH2:6][CH2:7][CH2:8][CH2:9][CH:3]([N:2]([CH3:1])[S:20]([C:14]3[CH:15]=[CH:16][C:17]([O:18][CH3:19])=[C:12]([O:11][CH3:10])[CH:13]=3)(=[O:22])=[O:21])[CH2:4]2)(=[O:22])=[O:21])[CH:15]=[CH:16][C:17]=1[O:18][CH3:19]. The catalyst class is: 17.